This data is from Forward reaction prediction with 1.9M reactions from USPTO patents (1976-2016). The task is: Predict the product of the given reaction. Given the reactants Br[CH2:2][C:3](Cl)=[O:4].[NH2:6][C@@H:7]([CH2:10][O:11][CH2:12][C:13]1[CH:18]=[CH:17][CH:16]=[CH:15][CH:14]=1)[CH2:8][OH:9].[OH-].[Na+].C1(C)C=CC=CC=1.C1COCC1, predict the reaction product. The product is: [CH2:12]([O:11][CH2:10][C@@H:7]1[NH:6][C:3](=[O:4])[CH2:2][O:9][CH2:8]1)[C:13]1[CH:18]=[CH:17][CH:16]=[CH:15][CH:14]=1.